This data is from Catalyst prediction with 721,799 reactions and 888 catalyst types from USPTO. The task is: Predict which catalyst facilitates the given reaction. (1) Reactant: [F:1][C:2]1[CH:3]=[CH:4][C:5]([CH3:11])=[C:6]([CH:10]=1)[C:7]([OH:9])=[O:8].C1C(=O)N([I:19])C(=O)C1.O. Product: [F:1][C:2]1[C:10]([I:19])=[C:6]([C:5]([CH3:11])=[CH:4][CH:3]=1)[C:7]([OH:9])=[O:8]. The catalyst class is: 416. (2) Reactant: C(O[C:6](=O)[NH:7][CH:8]([C:27]1[CH:32]=[CH:31][C:30]([NH:33][CH2:34][CH2:35][O:36][CH3:37])=[CH:29][CH:28]=1)[C:9]([N:11]1[CH2:15][CH2:14][C@H:13]([O:16][CH2:17][CH2:18][O:19][CH2:20][CH2:21][O:22][CH2:23][CH2:24][O:25][CH3:26])[CH2:12]1)=O)(C)(C)C.[H-].[Al+3].[Li+].[H-].[H-].[H-].C(=O)([O-])[O-].[Na+].[Na+]. Product: [CH3:26][O:25][CH2:24][CH2:23][O:22][CH2:21][CH2:20][O:19][CH2:18][CH2:17][O:16][C@H:13]1[CH2:14][CH2:15][N:11]([CH2:9][CH:8]([C:27]2[CH:28]=[CH:29][C:30]([NH:33][CH2:34][CH2:35][O:36][CH3:37])=[CH:31][CH:32]=2)[NH:7][CH3:6])[CH2:12]1. The catalyst class is: 7.